Predict which catalyst facilitates the given reaction. From a dataset of Catalyst prediction with 721,799 reactions and 888 catalyst types from USPTO. (1) Reactant: C([O:3][C:4](=O)[CH:5]([NH:15][S:16]([C:19]1[CH:24]=[CH:23][C:22]([F:25])=[C:21]([CH3:26])[CH:20]=1)(=[O:18])=[O:17])[CH:6]([C:11]([F:14])([F:13])[F:12])[C:7]([F:10])([F:9])[F:8])C.[Li+].[BH4-]. Product: [F:25][C:22]1[CH:23]=[CH:24][C:19]([S:16]([NH:15][CH:5]([CH2:4][OH:3])[CH:6]([C:7]([F:8])([F:9])[F:10])[C:11]([F:13])([F:12])[F:14])(=[O:17])=[O:18])=[CH:20][C:21]=1[CH3:26]. The catalyst class is: 1. (2) Reactant: [C:1](C1C=CC(C(OC)=O)=CC=1)(=O)[CH3:2].COC(OC)N(C)C.CN(C)[CH:24]=[CH:25][C:26]([C:28]1[CH:36]=[CH:35][C:31]([C:32]([OH:34])=[O:33])=[CH:30][CH:29]=1)=O.[CH:38]([C:41]1[CH:49]=[CH:48][C:44]([C:45]([NH2:47])=[NH:46])=[CH:43][CH:42]=1)([CH3:40])[CH3:39]. Product: [CH:38]([C:41]1[CH:49]=[CH:48][C:44]([C:45]2[N:47]=[C:26]([C:28]3[CH:36]=[CH:35][C:31]([C:32]([O:34][CH2:1][CH3:2])=[O:33])=[CH:30][CH:29]=3)[CH:25]=[CH:24][N:46]=2)=[CH:43][CH:42]=1)([CH3:40])[CH3:39]. The catalyst class is: 8.